Dataset: NCI-60 drug combinations with 297,098 pairs across 59 cell lines. Task: Regression. Given two drug SMILES strings and cell line genomic features, predict the synergy score measuring deviation from expected non-interaction effect. (1) Drug 1: CCC1=CC2CC(C3=C(CN(C2)C1)C4=CC=CC=C4N3)(C5=C(C=C6C(=C5)C78CCN9C7C(C=CC9)(C(C(C8N6C)(C(=O)OC)O)OC(=O)C)CC)OC)C(=O)OC.C(C(C(=O)O)O)(C(=O)O)O. Drug 2: C1C(C(OC1N2C=C(C(=O)NC2=O)F)CO)O. Cell line: SK-MEL-28. Synergy scores: CSS=45.7, Synergy_ZIP=-3.69, Synergy_Bliss=-2.82, Synergy_Loewe=-8.33, Synergy_HSA=1.35. (2) Drug 1: CC1=CC2C(CCC3(C2CCC3(C(=O)C)OC(=O)C)C)C4(C1=CC(=O)CC4)C. Drug 2: C#CCC(CC1=CN=C2C(=N1)C(=NC(=N2)N)N)C3=CC=C(C=C3)C(=O)NC(CCC(=O)O)C(=O)O. Cell line: TK-10. Synergy scores: CSS=-2.31, Synergy_ZIP=3.36, Synergy_Bliss=2.94, Synergy_Loewe=-1.30, Synergy_HSA=-1.63. (3) Drug 1: CC1=C2C(C(=O)C3(C(CC4C(C3C(C(C2(C)C)(CC1OC(=O)C(C(C5=CC=CC=C5)NC(=O)C6=CC=CC=C6)O)O)OC(=O)C7=CC=CC=C7)(CO4)OC(=O)C)O)C)OC(=O)C. Drug 2: CC1=C(N=C(N=C1N)C(CC(=O)N)NCC(C(=O)N)N)C(=O)NC(C(C2=CN=CN2)OC3C(C(C(C(O3)CO)O)O)OC4C(C(C(C(O4)CO)O)OC(=O)N)O)C(=O)NC(C)C(C(C)C(=O)NC(C(C)O)C(=O)NCCC5=NC(=CS5)C6=NC(=CS6)C(=O)NCCC[S+](C)C)O. Cell line: EKVX. Synergy scores: CSS=6.16, Synergy_ZIP=0.199, Synergy_Bliss=4.38, Synergy_Loewe=3.11, Synergy_HSA=2.84. (4) Drug 2: CCC1(C2=C(COC1=O)C(=O)N3CC4=CC5=C(C=CC(=C5CN(C)C)O)N=C4C3=C2)O.Cl. Synergy scores: CSS=35.1, Synergy_ZIP=-8.94, Synergy_Bliss=2.75, Synergy_Loewe=2.47, Synergy_HSA=3.22. Drug 1: CCC1=C2CN3C(=CC4=C(C3=O)COC(=O)C4(CC)O)C2=NC5=C1C=C(C=C5)O. Cell line: A498. (5) Drug 1: C1=CC(=CC=C1CCC2=CNC3=C2C(=O)NC(=N3)N)C(=O)NC(CCC(=O)O)C(=O)O. Drug 2: COC1=C2C(=CC3=C1OC=C3)C=CC(=O)O2. Cell line: SK-MEL-28. Synergy scores: CSS=5.38, Synergy_ZIP=2.20, Synergy_Bliss=-0.0981, Synergy_Loewe=-11.0, Synergy_HSA=-2.90.